Dataset: Full USPTO retrosynthesis dataset with 1.9M reactions from patents (1976-2016). Task: Predict the reactants needed to synthesize the given product. (1) Given the product [CH3:13][O:12][C:9]1[CH:10]=[CH:11][C:6]([C:4](=[O:5])[CH3:15])=[N:7][CH:8]=1, predict the reactants needed to synthesize it. The reactants are: CON(C)[C:4]([C:6]1[CH:11]=[CH:10][C:9]([O:12][CH3:13])=[CH:8][N:7]=1)=[O:5].[CH3:15][Li]. (2) Given the product [ClH:16].[F:38][C:2]([F:1])([F:39])[C:3]1[CH:4]=[C:5]([CH:31]=[C:32]([C:34]([F:37])([F:36])[F:35])[CH:33]=1)[CH2:6][N:7]([CH2:20][CH2:21][CH2:22][NH2:23])[C:8]([C:10]1[C:11]([Cl:19])=[N:12][C:13]([S:17][CH3:18])=[N:14][C:15]=1[Cl:16])=[O:9], predict the reactants needed to synthesize it. The reactants are: [F:1][C:2]([F:39])([F:38])[C:3]1[CH:4]=[C:5]([CH:31]=[C:32]([C:34]([F:37])([F:36])[F:35])[CH:33]=1)[CH2:6][N:7]([CH2:20][CH2:21][CH2:22][NH:23]C(OC(C)(C)C)=O)[C:8]([C:10]1[C:11]([Cl:19])=[N:12][C:13]([S:17][CH3:18])=[N:14][C:15]=1[Cl:16])=[O:9]. (3) Given the product [ClH:33].[CH:1]1([CH2:4][NH:5][C@@H:13]2[CH2:15][C@H:14]2[C:16]2[CH:17]=[C:18]([CH:19]=[CH:20][CH:21]=2)[C:22]([NH:23][CH:24]2[CH2:29][CH2:28][C:27]([F:31])([F:30])[CH2:26][CH2:25]2)=[O:32])[CH2:3][CH2:2]1, predict the reactants needed to synthesize it. The reactants are: [CH:1]1([CH2:4][N:5]([C@@H:13]2[CH2:15][C@H:14]2[C:16]2[CH:21]=[CH:20][CH:19]=[C:18]([C:22](=[O:32])[NH:23][CH:24]3[CH2:29][CH2:28][C:27]([F:31])([F:30])[CH2:26][CH2:25]3)[CH:17]=2)C(=O)OC(C)(C)C)[CH2:3][CH2:2]1.[ClH:33].C(OCC)(=O)C. (4) Given the product [F:46][C:47]1[CH:48]=[C:49]([CH:95]=[CH:96][CH:97]=1)[CH2:50][N:51]1[CH:55]=[C:54]([C:56]2[C:64]3[C:59](=[N:60][CH:61]=[C:62]([C:65]4[CH:66]=[CH:67][C:68]([NH:71][CH:72]5[CH2:77][CH2:76][N:75]([C:78]([O:80][C:81]([CH3:83])([CH3:84])[CH3:82])=[O:79])[CH2:74][CH2:73]5)=[CH:69][CH:70]=4)[CH:63]=3)[NH:58][CH:57]=2)[CH:53]=[N:52]1, predict the reactants needed to synthesize it. The reactants are: Cl.FC1C=C(C=CC=1)CN1C=C(C2C3C(=NC=C(C4C=CC(C5CCNCC5)=CC=4)C=3)N(S(C3C=CC(C)=CC=3)(=O)=O)C=2)C=N1.[F:46][C:47]1[CH:48]=[C:49]([CH:95]=[CH:96][CH:97]=1)[CH2:50][N:51]1[CH:55]=[C:54]([C:56]2[C:64]3[C:59](=[N:60][CH:61]=[C:62]([C:65]4[CH:70]=[CH:69][C:68]([NH:71][CH:72]5[CH2:77][CH2:76][N:75]([C:78]([O:80][C:81]([CH3:84])([CH3:83])[CH3:82])=[O:79])[CH2:74][CH2:73]5)=[CH:67][CH:66]=4)[CH:63]=3)[N:58](S(C3C=CC(C)=CC=3)(=O)=O)[CH:57]=2)[CH:53]=[N:52]1.[OH-].[Li+].